Task: Predict which catalyst facilitates the given reaction.. Dataset: Catalyst prediction with 721,799 reactions and 888 catalyst types from USPTO (1) Reactant: [H-].[Al+3].[Li+].[H-].[H-].[H-].[Cl:7][C:8]1[CH:9]=[CH:10][C:11]2[N:17]3[C:18]([CH2:21][C:22]([CH3:25])([CH3:24])[CH3:23])=[N:19][N:20]=[C:16]3[C@@H:15]([CH2:26][C:27](OCC)=[O:28])[O:14][C@H:13]([C:32]3[CH:37]=[CH:36][CH:35]=[C:34]([O:38][CH3:39])[C:33]=3[O:40][CH3:41])[C:12]=2[CH:42]=1.C(C(C(C([O-])=O)O)O)([O-])=O.[Na+].[K+]. Product: [Cl:7][C:8]1[CH:9]=[CH:10][C:11]2[N:17]3[C:18]([CH2:21][C:22]([CH3:23])([CH3:24])[CH3:25])=[N:19][N:20]=[C:16]3[C@@H:15]([CH2:26][CH2:27][OH:28])[O:14][C@H:13]([C:32]3[CH:37]=[CH:36][CH:35]=[C:34]([O:38][CH3:39])[C:33]=3[O:40][CH3:41])[C:12]=2[CH:42]=1. The catalyst class is: 7. (2) Reactant: FC(F)(F)C(O)=O.[NH2:8][C:9]1[C:18]2[N:19]=[C:20]([CH2:27][O:28][CH2:29][CH3:30])[N:21]([CH2:22][C:23]([OH:26])([CH3:25])[CH3:24])[C:17]=2[C:16]2[CH:15]=[CH:14][C:13]([O:31][CH2:32][CH2:33][O:34][CH2:35][CH2:36][O:37][CH2:38][CH2:39][O:40][CH2:41][CH2:42][NH:43][C:44](=[O:67])[CH2:45][CH2:46][S:47]C(C3C=CC=CC=3)(C3C=CC=CC=3)C3C=CC=CC=3)=[CH:12][C:11]=2[N:10]=1.C([SiH](CC)CC)C. Product: [NH2:8][C:9]1[C:18]2[N:19]=[C:20]([CH2:27][O:28][CH2:29][CH3:30])[N:21]([CH2:22][C:23]([OH:26])([CH3:25])[CH3:24])[C:17]=2[C:16]2[CH:15]=[CH:14][C:13]([O:31][CH2:32][CH2:33][O:34][CH2:35][CH2:36][O:37][CH2:38][CH2:39][O:40][CH2:41][CH2:42][NH:43][C:44](=[O:67])[CH2:45][CH2:46][SH:47])=[CH:12][C:11]=2[N:10]=1. The catalyst class is: 4. (3) Reactant: C(=O)([O-])[O-].[K+].[K+].Br[CH2:8][CH2:9][OH:10].[N+:11]([C:14]1[C:15]([CH3:21])=[CH:16][C:17]([OH:20])=[CH:18][CH:19]=1)([O-:13])=[O:12]. Product: [CH3:21][C:15]1[CH:16]=[C:17]([CH:18]=[CH:19][C:14]=1[N+:11]([O-:13])=[O:12])[O:20][CH2:8][CH2:9][OH:10]. The catalyst class is: 566. (4) Reactant: [CH3:1][O:2][C:3]1[CH:11]=[CH:10][C:6]([C:7]([OH:9])=O)=[CH:5][CH:4]=1.CCN=C=NCCCN(C)C.C1C=CC2N(O)N=NC=2C=1.CN1CCOCC1.[NH2:40][C:41]1[CH:42]=[C:43]([CH:46]=[CH:47][CH:48]=1)[C:44]#[N:45]. Product: [C:44]([C:43]1[CH:42]=[C:41]([NH:40][C:7](=[O:9])[C:6]2[CH:5]=[CH:4][C:3]([O:2][CH3:1])=[CH:11][CH:10]=2)[CH:48]=[CH:47][CH:46]=1)#[N:45]. The catalyst class is: 18. (5) Reactant: [OH:1][CH2:2][CH:3]([CH3:28])[O:4][C:5]1[CH:13]=[C:12]2[C:8]([CH:9]=[CH:10][N:11]2[C:14]2[N:18]([CH3:19])[N:17]=[C:16]([CH3:20])[C:15]=2/[CH:21]=[CH:22]/[C:23]([O:25][CH2:26][CH3:27])=[O:24])=[CH:7][CH:6]=1.[H-].[Na+].[CH3:31]I.O. Product: [CH3:31][O:1][CH2:2][CH:3]([CH3:28])[O:4][C:5]1[CH:13]=[C:12]2[C:8]([CH:9]=[CH:10][N:11]2[C:14]2[N:18]([CH3:19])[N:17]=[C:16]([CH3:20])[C:15]=2/[CH:21]=[CH:22]/[C:23]([O:25][CH2:26][CH3:27])=[O:24])=[CH:7][CH:6]=1. The catalyst class is: 9. (6) Reactant: [C:1]([O:5][C:6](=[O:31])[NH:7][C@H:8]([CH2:27][CH:28]([CH3:30])[CH3:29])[C:9]([NH:11][C:12]1[CH:17]=[C:16]([O:18][CH3:19])[C:15]([CH:20]=C)=[CH:14][C:13]=1[C:22]1[N:23]=[N:24][NH:25][N:26]=1)=[O:10])([CH3:4])([CH3:3])[CH3:2].N1C(C)=CC=CC=1C.I([O-])(=O)(=O)=[O:41].[Na+]. Product: [C:1]([O:5][C:6](=[O:31])[NH:7][C@H:8]([CH2:27][CH:28]([CH3:30])[CH3:29])[C:9]([NH:11][C:12]1[CH:17]=[C:16]([O:18][CH3:19])[C:15]([CH:20]=[O:41])=[CH:14][C:13]=1[C:22]1[N:23]=[N:24][NH:25][N:26]=1)=[O:10])([CH3:4])([CH3:2])[CH3:3]. The catalyst class is: 785. (7) Reactant: [Cl:1][C:2]1[C:10]2[O:9][N:8]=[C:7]([CH:11]3[CH2:13][CH2:12]3)[C:6]=2[CH:5]=[C:4]([NH:14][C:15](=[O:17])[CH3:16])[CH:3]=1.[CH3:18][C:19]([O:22][C:23](O[C:23]([O:22][C:19]([CH3:21])([CH3:20])[CH3:18])=[O:24])=[O:24])([CH3:21])[CH3:20]. Product: [C:15]([N:14]([C:4]1[CH:3]=[C:2]([Cl:1])[C:10]2[O:9][N:8]=[C:7]([CH:11]3[CH2:12][CH2:13]3)[C:6]=2[CH:5]=1)[C:23](=[O:24])[O:22][C:19]([CH3:21])([CH3:20])[CH3:18])(=[O:17])[CH3:16]. The catalyst class is: 79. (8) Reactant: [Br:1][C:2]1[CH:3]=[C:4]2[N:10](C(=O)C)[N:9]=[CH:8][C:5]2=[N:6][CH:7]=1.[OH-].[Na+].Cl. Product: [Br:1][C:2]1[CH:3]=[C:4]2[NH:10][N:9]=[CH:8][C:5]2=[N:6][CH:7]=1. The catalyst class is: 193. (9) Reactant: [N:1]12[CH2:8][CH2:7][CH:4]([CH2:5][CH2:6]1)[C@@H:3]([O:9][C:10]([C:12]1([C:19]3[CH:24]=[CH:23][CH:22]=[CH:21][CH:20]=3)[CH2:18][CH2:17][CH2:16][CH2:15][CH2:14][CH2:13]1)=[O:11])[CH2:2]2.Br[CH2:26][CH2:27][O:28][C:29]1[CH:34]=[CH:33][C:32]([F:35])=[CH:31][CH:30]=1. Product: [CH:10]([O-:11])=[O:9].[F:35][C:32]1[CH:33]=[CH:34][C:29]([O:28][CH2:27][CH2:26][N+:1]23[CH2:8][CH2:7][CH:4]([CH2:5][CH2:6]2)[C@@H:3]([O:9][C:10]([C:12]2([C:19]4[CH:20]=[CH:21][CH:22]=[CH:23][CH:24]=4)[CH2:18][CH2:17][CH2:16][CH2:15][CH2:14][CH2:13]2)=[O:11])[CH2:2]3)=[CH:30][CH:31]=1. The catalyst class is: 10. (10) Reactant: ClC1C(F)=NC=C(OCCC2OCCO2)C=1.CC(C)([O-])C.[K+].[CH3:23][N:24]1[CH:28]=[CH:27][C:26]([NH:29][C:30]2[C:39]3[C:34](=[CH:35][CH:36]=[C:37](O)[CH:38]=3)[N:33]=[CH:32][N:31]=2)=[N:25]1.[Cl-].[NH4+]. Product: [CH3:23][N:24]1[CH:28]=[CH:27][C:26]([NH:29][C:30]2[C:39]3[C:34](=[CH:35][CH:36]=[CH:37][CH:38]=3)[N:33]=[CH:32][N:31]=2)=[N:25]1. The catalyst class is: 80.